This data is from Catalyst prediction with 721,799 reactions and 888 catalyst types from USPTO. The task is: Predict which catalyst facilitates the given reaction. (1) Reactant: [CH2:1](O)C.[F:4][C:5]1[CH:6]=[C:7]([CH2:12][C:13]([OH:15])=[O:14])[CH:8]=[C:9]([F:11])[CH:10]=1.Cl.CN(C)CCCN=C=NCC. Product: [F:4][C:5]1[CH:6]=[C:7]([CH2:12][C:13]([O:15][CH3:1])=[O:14])[CH:8]=[C:9]([F:11])[CH:10]=1. The catalyst class is: 119. (2) Reactant: [Si]([O:8][C:9]1[C:18]([CH:19]([CH3:21])[CH3:20])=[C:17]([O:22][C:23]#[C:24][CH:25]2[CH2:27][CH2:26]2)[C:16]2[C:11](=[CH:12][CH:13]=[C:14]([F:28])[CH:15]=2)[N:10]=1)(C(C)(C)C)(C)C.O.[F-].C([NH3+])(C)(C)C.[Cl-].[Na+]. Product: [CH:25]1([C:24]#[C:23][O:22][C:17]2[C:16]3[C:11](=[CH:12][CH:13]=[C:14]([F:28])[CH:15]=3)[NH:10][C:9](=[O:8])[C:18]=2[CH:19]([CH3:21])[CH3:20])[CH2:27][CH2:26]1. The catalyst class is: 13. (3) Reactant: [C:1]1([CH3:10])[CH:6]=[CH:5][C:4]([C:7](Cl)=[O:8])=[CH:3][CH:2]=1.[Cl:11][C:12]1[CH:13]=[C:14]([CH:28]=[CH:29][C:30]=1[Cl:31])[CH2:15][N:16]1[CH2:21][CH2:20][CH:19]([CH2:22][CH:23](N)[CH:24]([CH3:26])[CH3:25])[CH2:18][CH2:17]1.C([N:34](CC)CC)C. Product: [Cl:11][C:12]1[CH:13]=[C:14]([CH:28]=[CH:29][C:30]=1[Cl:31])[CH2:15][N:16]1[CH2:21][CH2:20][CH:19]([CH2:22][CH:23]([C:4]2([CH:5]=[CH:6][C:1]([CH3:10])=[CH:2][CH2:3]2)[C:7]([NH2:34])=[O:8])[CH:24]([CH3:26])[CH3:25])[CH2:18][CH2:17]1. The catalyst class is: 4. (4) Reactant: [NH:1]1[CH2:6][CH2:5][O:4][C@H:3]([C:7]2[CH:8]=[CH:9][C:10]([NH2:13])=[N:11][CH:12]=2)[CH2:2]1.[CH:14](=O)[CH2:15][CH2:16][CH2:17][CH3:18].C(O[BH-](OC(=O)C)OC(=O)C)(=O)C.[Na+]. Product: [CH2:14]([N:1]1[CH2:6][CH2:5][O:4][C@H:3]([C:7]2[CH:8]=[CH:9][C:10]([NH2:13])=[N:11][CH:12]=2)[CH2:2]1)[CH2:15][CH2:16][CH2:17][CH3:18]. The catalyst class is: 685. (5) Reactant: [NH2:1][C@H:2]1[CH2:11][CH2:10][C:9]2[C:8]([S:12]([NH:15][C:16]3[CH:21]=[CH:20][C:19]([F:22])=[C:18]([Cl:23])[CH:17]=3)(=[O:14])=[O:13])=[CH:7][CH:6]=[C:5]([O:24][CH3:25])[C:4]=2[CH2:3]1.Br[CH2:27][CH2:28][CH2:29][CH2:30]Br.CCN(C(C)C)C(C)C.[I-].[K+]. Product: [Cl:23][C:18]1[CH:17]=[C:16]([NH:15][S:12]([C:8]2[C:9]3[CH2:10][CH2:11][C@H:2]([N:1]4[CH2:30][CH2:29][CH2:28][CH2:27]4)[CH2:3][C:4]=3[C:5]([O:24][CH3:25])=[CH:6][CH:7]=2)(=[O:13])=[O:14])[CH:21]=[CH:20][C:19]=1[F:22]. The catalyst class is: 451. (6) Reactant: Cl[C:2]1[N:7]=[CH:6][N:5]=[C:4]([N:8]2[CH2:11][C:10]([CH3:13])([OH:12])[CH2:9]2)[CH:3]=1.[Li+].[CH3:15][Si]([N-][Si](C)(C)C)(C)C.C1(C2C=CC=CC=2)C=CC=CC=1P(C1CCCCCC1)C1CCCCC1. Product: [NH2:5][C:6]1[CH:15]=[C:4]([N:8]2[CH2:11][C:10]([CH3:13])([OH:12])[CH2:9]2)[CH:3]=[CH:2][N:7]=1. The catalyst class is: 62. (7) Reactant: [Cl:1][C:2]1[CH:3]=[C:4]([CH2:8][C:9]2[S:13][CH:12]=[C:11]([C:14]([O:16][CH3:17])=[O:15])[C:10]=2[OH:18])[CH:5]=[CH:6][CH:7]=1.C(=O)([O-])[O-].[K+].[K+].Br[CH2:26][CH2:27][O:28][Si:29]([C:32]([CH3:35])([CH3:34])[CH3:33])([CH3:31])[CH3:30]. Product: [CH3:7][CH2:2][CH2:3][CH:4]([CH3:8])[CH3:5].[Cl:1][C:2]1[CH:3]=[C:4]([CH2:8][C:9]2[S:13][CH:12]=[C:11]([C:14]([O:16][CH3:17])=[O:15])[C:10]=2[O:18][CH2:26][CH2:27][O:28][Si:29]([C:32]([CH3:35])([CH3:34])[CH3:33])([CH3:31])[CH3:30])[CH:5]=[CH:6][CH:7]=1. The catalyst class is: 21.